This data is from Full USPTO retrosynthesis dataset with 1.9M reactions from patents (1976-2016). The task is: Predict the reactants needed to synthesize the given product. (1) Given the product [Br:1][C:2]1[CH:15]=[CH:14][C:13]2[C:4](=[C:5]3[C:10](=[C:11]([Cl:19])[N:12]=2)[CH:9]=[CH:8][CH:7]=[CH:6]3)[CH:3]=1, predict the reactants needed to synthesize it. The reactants are: [Br:1][CH:2]1[CH:15]=[CH:14][C:13]2[C:4](=[C:5]3[C:10](=[CH:11][N:12]=2)[CH:9]=[CH:8][CH:7]=[CH:6]3)[C:3]1=O.O=P(Cl)(Cl)[Cl:19]. (2) Given the product [Cl:1][C:2]1[CH:7]=[CH:6][C:5]([C:8]2[CH:9]=[CH:10][N:11]=[CH:12][CH:13]=2)=[CH:4][C:3]=1[C:14]([C:16]1[CH:17]=[N:18][C:19]([NH:22][C:23]2[CH:28]=[CH:27][C:26]([F:29])=[CH:25][C:24]=2[F:30])=[CH:20][CH:21]=1)=[O:15], predict the reactants needed to synthesize it. The reactants are: [Cl:1][C:2]1[CH:7]=[CH:6][C:5]([C:8]2[CH:13]=[CH:12][N:11]=[CH:10][CH:9]=2)=[CH:4][C:3]=1[CH:14]([C:16]1[CH:17]=[N:18][C:19]([NH:22][C:23]2[CH:28]=[CH:27][C:26]([F:29])=[CH:25][C:24]=2[F:30])=[CH:20][CH:21]=1)[OH:15].CC(C)=O.OS(O)(=O)=O.O=[Cr](=O)=O.C([O-])([O-])=O.[Na+].[Na+].